The task is: Predict the reaction yield, written as a fraction of the theoretical maximum amount of product (1.0 means a 100% yield; for example, 0.34 means a 34% yield).. This data is from Reaction yield outcomes from USPTO patents with 853,638 reactions. (1) The catalyst is C1C=CC(P(C2C=CC=CC=2)[C-]2C=CC=C2)=CC=1.C1C=CC(P(C2C=CC=CC=2)[C-]2C=CC=C2)=CC=1.Cl[Pd]Cl.[Fe+2].O. The yield is 0.270. The reactants are Br[C:2]1[CH:3]=[C:4]2[C:9](=[CH:10][CH:11]=1)[N:8]([C:12](=[O:14])[CH3:13])[C@@H:7]([CH3:15])[CH2:6][N:5]2[C:16]1[C:24]2[C:19](=[C:20]([F:25])[CH:21]=[CH:22][CH:23]=2)[N:18]([CH3:26])[N:17]=1.[CH:27]1([N:30]2[CH:34]=[C:33](B3OC(C)(C)C(C)(C)O3)[CH:32]=[N:31]2)[CH2:29][CH2:28]1.C(=O)([O-])[O-].[K+].[K+].O1CCOCC1. The product is [CH:27]1([N:30]2[CH:34]=[C:33]([C:2]3[CH:3]=[C:4]4[C:9](=[CH:10][CH:11]=3)[N:8]([C:12](=[O:14])[CH3:13])[C@@H:7]([CH3:15])[CH2:6][N:5]4[C:16]3[C:24]4[C:19](=[C:20]([F:25])[CH:21]=[CH:22][CH:23]=4)[N:18]([CH3:26])[N:17]=3)[CH:32]=[N:31]2)[CH2:29][CH2:28]1. (2) The reactants are F.F.F.C(N(CC)CC)C.C(N(CC)CC)C.[Si]([O:35][CH2:36][C@H:37]1[O:41][C@@H:40]([N:42]2[CH:49]=[C:48]([CH3:50])[C:46](=[O:47])[NH:45][C:43]2=[O:44])[C@H:39]([O:51][CH2:52][CH2:53][O:54][N:55]([CH3:57])[CH3:56])[C@@H:38]1[OH:58])(C(C)(C)C)(C1C=CC=CC=1)C1C=CC=CC=1.CO. The catalyst is C1COCC1.C(Cl)Cl. The product is [CH3:56][N:55]([CH3:57])[O:54][CH2:53][CH2:52][O:51][C@@H:39]1[C@H:38]([OH:58])[C@@H:37]([CH2:36][OH:35])[O:41][C@H:40]1[N:42]1[CH:49]=[C:48]([CH3:50])[C:46](=[O:47])[NH:45][C:43]1=[O:44]. The yield is 0.925. (3) The reactants are C1C2C(COC(=O)[NH:17][C@H:18]([C:43]([O:45][C:46]([CH3:49])([CH3:48])[CH3:47])=[O:44])[CH2:19][CH2:20][C:21](=[O:42])[NH:22][CH2:23][CH2:24][O:25][CH2:26][CH2:27][O:28][CH2:29][CH2:30][O:31][CH2:32][CH2:33][NH:34][C:35](=[O:41])[O:36][C:37]([CH3:40])([CH3:39])[CH3:38])C3C(=CC=CC=3)C=2C=CC=1.[OH-].N. The catalyst is O1CCOCC1. The product is [NH2:17][C@H:18]([C:43]([O:45][C:46]([CH3:49])([CH3:48])[CH3:47])=[O:44])[CH2:19][CH2:20][C:21](=[O:42])[NH:22][CH2:23][CH2:24][O:25][CH2:26][CH2:27][O:28][CH2:29][CH2:30][O:31][CH2:32][CH2:33][NH:34][C:35](=[O:41])[O:36][C:37]([CH3:38])([CH3:39])[CH3:40]. The yield is 0.990.